This data is from Catalyst prediction with 721,799 reactions and 888 catalyst types from USPTO. The task is: Predict which catalyst facilitates the given reaction. (1) Reactant: [NH2:1][C:2]1[CH:6]=[CH:5][S:4][C:3]=1[C:7]([O:9]C)=O.[O:11]([C:13]#[N:14])[K]. Product: [N:1]1[C:2]2[CH:6]=[CH:5][S:4][C:3]=2[C:7]([OH:9])=[N:14][C:13]=1[OH:11]. The catalyst class is: 313. (2) Reactant: P(Cl)(Cl)(Cl)(Cl)Cl.[Cl:7][C:8]1[CH:19]=[C:18]([O:20][CH3:21])[CH:17]=[CH:16][C:9]=1[O:10][CH2:11][CH2:12][C:13]([OH:15])=O.[Cl-].[Al+3].[Cl-].[Cl-]. Product: [Cl:7][C:8]1[CH:19]=[C:18]([O:20][CH3:21])[CH:17]=[C:16]2[C:9]=1[O:10][CH2:11][CH2:12][C:13]2=[O:15]. The catalyst class is: 48. (3) Reactant: Cl.[N:2]([O-:4])=O.[Na+].[Cl:6][C:7]1[CH:12]=[CH:11][CH:10]=[C:9]([Cl:13])[C:8]=1[C:14](=[O:23])[CH2:15][C:16](=[O:22])[C:17]([O:19][CH2:20][CH3:21])=[O:18]. Product: [Cl:6][C:7]1[CH:12]=[CH:11][CH:10]=[C:9]([Cl:13])[C:8]=1[C:14](=[O:23])[C:15](=[N:2][OH:4])[C:16](=[O:22])[C:17]([O:19][CH2:20][CH3:21])=[O:18]. The catalyst class is: 14. (4) Reactant: [N:1]1[CH:6]=[C:5]([C@@H:7]2[CH2:12][CH2:11][CH2:10][N:8]2[CH3:9])[CH:4]=[CH:3][CH:2]=1.[Br:13][CH2:14][CH2:15][CH2:16][CH2:17][CH2:18][CH2:19][CH2:20][CH2:21][CH2:22][CH:23]=[CH2:24]. Product: [Br-:13].[CH3:9][N:8]1[CH2:10][CH2:11][CH2:12][C@H:7]1[C:5]1[CH:6]=[N+:1]([CH2:24][CH2:23][CH2:22][CH2:21][CH2:20][CH2:19][CH2:18][CH2:17][CH2:16][CH:15]=[CH2:14])[CH:2]=[CH:3][CH:4]=1. The catalyst class is: 52. (5) Reactant: [C:1]([CH2:3][NH:4][C:5]([C@@H:7]1[CH2:12][CH2:11][CH2:10][CH2:9][C@H:8]1[C:13](O)=[O:14])=[O:6])#[N:2].CN1CCOCC1.ClC(OCC(C)C)=O.[BH4-].[Na+]. Product: [C:1]([CH2:3][NH:4][C:5]([C@@H:7]1[CH2:12][CH2:11][CH2:10][CH2:9][C@H:8]1[CH2:13][OH:14])=[O:6])#[N:2]. The catalyst class is: 5. (6) Reactant: [C:1]([NH:5][C:6]([C:8]1[C:16]2[C:11](=[N:12][CH:13]=[C:14]([N:17]3[C:25]4[C:20](=[CH:21][CH:22]=[C:23]([C:26]([F:29])([F:28])[F:27])[CH:24]=4)[CH:19]=[N:18]3)[N:15]=2)[N:10](COCC[Si](C)(C)C)[CH:9]=1)=[O:7])([CH3:4])([CH3:3])[CH3:2].FC(F)(F)C(O)=O. Product: [C:1]([NH:5][C:6]([C:8]1[C:16]2[C:11](=[N:12][CH:13]=[C:14]([N:17]3[C:25]4[C:20](=[CH:21][CH:22]=[C:23]([C:26]([F:27])([F:29])[F:28])[CH:24]=4)[CH:19]=[N:18]3)[N:15]=2)[NH:10][CH:9]=1)=[O:7])([CH3:4])([CH3:2])[CH3:3]. The catalyst class is: 4. (7) Reactant: Cl[C:2]1[N:7]=[C:6]([N:8]([C:18]2[C:23]([CH3:24])=[CH:22][CH:21]=[CH:20][C:19]=2[CH3:25])[C:9]2[NH:13][C:12]3[CH:14]=[CH:15][CH:16]=[CH:17][C:11]=3[N:10]=2)[CH:5]=[CH:4][N:3]=1.[CH3:26][O:27][C:28]1[CH:29]=[C:30]([NH2:46])[CH:31]=[C:32]([O:44][CH3:45])[C:33]=1[O:34][CH2:35][CH2:36][N:37]1[CH2:42][CH2:41][N:40]([CH3:43])[CH2:39][CH2:38]1.[OH-].[Na+]. Product: [NH:10]1[C:11]2[CH:17]=[CH:16][CH:15]=[CH:14][C:12]=2[N:13]=[C:9]1[N:8]([C:18]1[C:23]([CH3:24])=[CH:22][CH:21]=[CH:20][C:19]=1[CH3:25])[C:6]1[CH:5]=[CH:4][N:3]=[C:2]([NH:46][C:30]2[CH:29]=[C:28]([O:27][CH3:26])[C:33]([O:34][CH2:35][CH2:36][N:37]3[CH2:38][CH2:39][N:40]([CH3:43])[CH2:41][CH2:42]3)=[C:32]([O:44][CH3:45])[CH:31]=2)[N:7]=1. The catalyst class is: 52. (8) Reactant: [CH3:1][O:2][C:3]1[CH:41]=[C:40]([O:42][CH3:43])[CH:39]=[CH:38][C:4]=1[CH2:5][NH:6][C:7]1[N:16]2[N:17]=[C:18]([CH2:20][CH2:21][N:22]3[CH2:27][CH2:26][CH2:25][C:24]([C:29]([F:32])([F:31])[F:30])(O)[CH2:23]3)[N:19]=[C:15]2[C:14]2[C:9](=[C:10]3[O:35][C:34]([F:37])([F:36])[O:33][C:11]3=[CH:12][CH:13]=2)[N:8]=1.C(N(S(F)(F)[F:50])CC)C. Product: [CH3:1][O:2][C:3]1[CH:41]=[C:40]([O:42][CH3:43])[CH:39]=[CH:38][C:4]=1[CH2:5][NH:6][C:7]1[N:16]2[N:17]=[C:18]([CH2:20][CH2:21][N:22]3[CH2:27][CH2:26][CH2:25][C:24]([F:50])([C:29]([F:30])([F:31])[F:32])[CH2:23]3)[N:19]=[C:15]2[C:14]2[C:9](=[C:10]3[O:35][C:34]([F:37])([F:36])[O:33][C:11]3=[CH:12][CH:13]=2)[N:8]=1. The catalyst class is: 4.